Dataset: Catalyst prediction with 721,799 reactions and 888 catalyst types from USPTO. Task: Predict which catalyst facilitates the given reaction. (1) Reactant: C(N(CC)CC)C.[CH3:8][C@@:9]12[C:15]([CH3:17])([CH3:16])[C@@H:12]([CH2:13][CH2:14]1)[CH:11]([C:18](Cl)=[O:19])[C:10]2=O.C(O[C:27]([N:29](C)[NH:30][C:31]1[CH:36]=[C:35]([Cl:37])[CH:34]=[CH:33][C:32]=1[Cl:38])=O)(C)(C)C.Cl.O1CCOCC1. Product: [Cl:38][C:32]1[CH:33]=[CH:34][C:35]([Cl:37])=[CH:36][C:31]=1[N:30]1[C:18](=[O:19])[C:11]2[C@H:12]3[C:15]([CH3:17])([CH3:16])[C@:9]([CH3:8])([CH2:14][CH2:13]3)[C:10]=2[N:29]1[CH3:27]. The catalyst class is: 26. (2) Reactant: C([NH:5][S:6]([C:9]1[S:10][C:11]([C:14]2[N:15]=[CH:16][N:17]([C:19]3[N:24]=[C:23]([C:25]([F:28])([F:27])[F:26])[CH:22]=[C:21]([C:29]4[CH:34]=[CH:33][C:32]([C:35]([F:38])([F:37])[F:36])=[CH:31][CH:30]=4)[N:20]=3)[CH:18]=2)=[CH:12][CH:13]=1)(=[O:8])=[O:7])(C)(C)C.C(O)(C(F)(F)F)=O. Product: [F:28][C:25]([F:26])([F:27])[C:23]1[CH:22]=[C:21]([C:29]2[CH:34]=[CH:33][C:32]([C:35]([F:36])([F:38])[F:37])=[CH:31][CH:30]=2)[N:20]=[C:19]([N:17]2[CH:18]=[C:14]([C:11]3[S:10][C:9]([S:6]([NH2:5])(=[O:8])=[O:7])=[CH:13][CH:12]=3)[N:15]=[CH:16]2)[N:24]=1. The catalyst class is: 4. (3) Reactant: [CH3:1][C:2]([O:5][C:6]([N:8]1[CH2:13][CH2:12][CH2:11][CH2:10][C@H:9]1[C:14]([OH:16])=O)=[O:7])([CH3:4])[CH3:3].CN(C(ON1N=NC2C=CC=NC1=2)=[N+](C)C)C.F[P-](F)(F)(F)(F)F.CN1CCOCC1.[N:48]1([C:57](=[O:66])/[CH:58]=[CH:59]/[C@@H:60]([NH2:65])[CH2:61][CH:62]([CH3:64])[CH3:63])[C:56]2[C:51](=[CH:52][CH:53]=[CH:54][CH:55]=2)[CH2:50][CH2:49]1. Product: [N:48]1([C:57](=[O:66])/[CH:58]=[CH:59]/[C@@H:60]([NH:65][C:14]([C@@H:9]2[CH2:10][CH2:11][CH2:12][CH2:13][N:8]2[C:6]([O:5][C:2]([CH3:1])([CH3:3])[CH3:4])=[O:7])=[O:16])[CH2:61][CH:62]([CH3:64])[CH3:63])[C:56]2[C:51](=[CH:52][CH:53]=[CH:54][CH:55]=2)[CH2:50][CH2:49]1. The catalyst class is: 85. (4) Reactant: [F:1][C:2]1[CH:10]=[CH:9][C:8]2[N:7]([CH2:11][C:12]3[CH:17]=[CH:16][C:15]([C:18]([N:20]4[CH2:25][CH2:24][O:23][CH2:22][CH2:21]4)=[O:19])=[CH:14][CH:13]=3)[C:6]3[CH:26]=[N:27][N:28](C4CCCCO4)[C:5]=3[C:4]=2[CH:3]=1.Cl. Product: [F:1][C:2]1[CH:10]=[CH:9][C:8]2[N:7]([CH2:11][C:12]3[CH:17]=[CH:16][C:15]([C:18]([N:20]4[CH2:21][CH2:22][O:23][CH2:24][CH2:25]4)=[O:19])=[CH:14][CH:13]=3)[C:6]3[CH:26]=[N:27][NH:28][C:5]=3[C:4]=2[CH:3]=1. The catalyst class is: 8.